This data is from NCI-60 drug combinations with 297,098 pairs across 59 cell lines. The task is: Regression. Given two drug SMILES strings and cell line genomic features, predict the synergy score measuring deviation from expected non-interaction effect. (1) Drug 2: CC1=CC=C(C=C1)C2=CC(=NN2C3=CC=C(C=C3)S(=O)(=O)N)C(F)(F)F. Synergy scores: CSS=21.1, Synergy_ZIP=2.28, Synergy_Bliss=1.64, Synergy_Loewe=0.813, Synergy_HSA=1.86. Cell line: SW-620. Drug 1: C1=CC(=CC=C1CCC2=CNC3=C2C(=O)NC(=N3)N)C(=O)NC(CCC(=O)O)C(=O)O. (2) Drug 1: CC12CCC3C(C1CCC2=O)CC(=C)C4=CC(=O)C=CC34C. Drug 2: C1CNP(=O)(OC1)N(CCCl)CCCl. Cell line: HOP-62. Synergy scores: CSS=47.2, Synergy_ZIP=0.815, Synergy_Bliss=-0.0358, Synergy_Loewe=-15.0, Synergy_HSA=0.299. (3) Drug 1: C1CNP(=O)(OC1)N(CCCl)CCCl. Drug 2: CC1C(C(CC(O1)OC2CC(CC3=C2C(=C4C(=C3O)C(=O)C5=CC=CC=C5C4=O)O)(C(=O)C)O)N)O. Cell line: SK-MEL-5. Synergy scores: CSS=54.1, Synergy_ZIP=-1.80, Synergy_Bliss=-1.46, Synergy_Loewe=-53.4, Synergy_HSA=0.173. (4) Drug 1: C1=CC=C(C(=C1)C(C2=CC=C(C=C2)Cl)C(Cl)Cl)Cl. Drug 2: C(CC(=O)O)C(=O)CN.Cl. Cell line: UACC62. Synergy scores: CSS=-0.618, Synergy_ZIP=1.98, Synergy_Bliss=3.73, Synergy_Loewe=0.716, Synergy_HSA=0.516. (5) Drug 2: CC1C(C(CC(O1)OC2CC(CC3=C2C(=C4C(=C3O)C(=O)C5=CC=CC=C5C4=O)O)(C(=O)C)O)N)O. Synergy scores: CSS=45.0, Synergy_ZIP=-0.0445, Synergy_Bliss=-1.57, Synergy_Loewe=-35.9, Synergy_HSA=-2.19. Drug 1: CCN(CC)CCNC(=O)C1=C(NC(=C1C)C=C2C3=C(C=CC(=C3)F)NC2=O)C. Cell line: NCI-H226. (6) Drug 1: CC1=C2C(C(=O)C3(C(CC4C(C3C(C(C2(C)C)(CC1OC(=O)C(C(C5=CC=CC=C5)NC(=O)OC(C)(C)C)O)O)OC(=O)C6=CC=CC=C6)(CO4)OC(=O)C)O)C)O. Drug 2: CC1=C(C(=CC=C1)Cl)NC(=O)C2=CN=C(S2)NC3=CC(=NC(=N3)C)N4CCN(CC4)CCO. Cell line: HOP-92. Synergy scores: CSS=-2.04, Synergy_ZIP=3.21, Synergy_Bliss=4.06, Synergy_Loewe=-0.290, Synergy_HSA=-1.06.